From a dataset of In vitro SARS-CoV-2 activity screen of 1,480 approved drugs from Prestwick library. Binary Classification. Given a drug SMILES string, predict its activity (active/inactive) in a high-throughput screening assay against a specified biological target. The drug is Cc1ccsc1/C=C/C1=NCCCN1C.O=C(O)[C@H](O)[C@@H](O)C(=O)O. The result is 0 (inactive).